This data is from Full USPTO retrosynthesis dataset with 1.9M reactions from patents (1976-2016). The task is: Predict the reactants needed to synthesize the given product. (1) The reactants are: [CH2:1]([O:8][C:9](=[O:25])[CH2:10][CH:11]([OH:24])[CH2:12][NH:13][C:14]([O:16][CH2:17][C:18]1[CH:23]=[CH:22][CH:21]=[CH:20][CH:19]=1)=[O:15])[C:2]1[CH:7]=[CH:6][CH:5]=[CH:4][CH:3]=1.[CH3:26][S:27](Cl)(=[O:29])=[O:28]. Given the product [CH2:1]([O:8][C:9](=[O:25])[CH2:10][CH:11]([O:24][S:27]([CH3:26])(=[O:29])=[O:28])[CH2:12][NH:13][C:14]([O:16][CH2:17][C:18]1[CH:19]=[CH:20][CH:21]=[CH:22][CH:23]=1)=[O:15])[C:2]1[CH:7]=[CH:6][CH:5]=[CH:4][CH:3]=1, predict the reactants needed to synthesize it. (2) Given the product [C:21]([CH2:20][CH2:19][C:18]([C:13]1[CH:12]=[CH:11][C:10]2[C:9]3[C:17](=[CH:5][C:6]([C:21](=[O:22])[CH2:20][CH2:19][C:18]([OH:23])=[O:24])=[CH:7][CH:8]=3)[CH2:16][C:15]=2[CH:14]=1)=[O:24])([OH:23])=[O:22], predict the reactants needed to synthesize it. The reactants are: [Al+3].[Cl-].[Cl-].[Cl-].[CH:5]1[C:17]2[CH2:16][C:15]3[C:10](=[CH:11][CH:12]=[CH:13][CH:14]=3)[C:9]=2[CH:8]=[CH:7][CH:6]=1.[C:18]1(=[O:24])[O:23][C:21](=[O:22])[CH2:20][CH2:19]1.Cl. (3) Given the product [CH3:1][O:2][C:3]1[N:8]=[CH:7][C:6]([C:9]2[N:10]([C:17]3[CH:22]=[CH:21][CH:20]=[CH:19][N:18]=3)[CH:11]=[C:12]([C:14]([N:28]3[CH2:29][CH2:30][CH:25]([F:24])[CH2:26][CH2:27]3)=[O:16])[N:13]=2)=[CH:5][CH:4]=1, predict the reactants needed to synthesize it. The reactants are: [CH3:1][O:2][C:3]1[N:8]=[CH:7][C:6]([C:9]2[N:10]([C:17]3[CH:22]=[CH:21][CH:20]=[CH:19][N:18]=3)[CH:11]=[C:12]([C:14]([OH:16])=O)[N:13]=2)=[CH:5][CH:4]=1.Cl.[F:24][CH:25]1[CH2:30][CH2:29][NH:28][CH2:27][CH2:26]1. (4) Given the product [Cl:1][C:2]1[CH:11]=[CH:10][C:5]([C:6](=[NH:9])[NH:7][O:8][CH:15]=[CH:14][C:13]([O:17][CH2:18][CH3:19])=[O:16])=[C:4]([F:12])[CH:3]=1, predict the reactants needed to synthesize it. The reactants are: [Cl:1][C:2]1[CH:11]=[CH:10][C:5]([C:6](=[NH:9])[NH:7][OH:8])=[C:4]([F:12])[CH:3]=1.[C:13]([O:17][CH2:18][CH3:19])(=[O:16])[C:14]#[CH:15]. (5) The reactants are: [NH:1]1[CH2:6][CH2:5][O:4][CH2:3][CH2:2]1.[C:7]([C:9]1[CH:10]=[C:11]2[C:16](=[CH:17][C:18]=1[O:19][CH2:20][CH:21]1[CH2:23][O:22]1)[N:15]=[CH:14][CH:13]=[C:12]2[O:24][C:25]1[CH:30]=[CH:29][C:28]([NH:31][C:32]([NH:34][C:35]2[CH:40]=[CH:39][C:38]([F:41])=[CH:37][CH:36]=2)=[O:33])=[C:27]([F:42])[CH:26]=1)#[N:8]. Given the product [C:7]([C:9]1[CH:10]=[C:11]2[C:16](=[CH:17][C:18]=1[O:19][CH2:20][CH:21]([OH:22])[CH2:23][N:1]1[CH2:6][CH2:5][O:4][CH2:3][CH2:2]1)[N:15]=[CH:14][CH:13]=[C:12]2[O:24][C:25]1[CH:30]=[CH:29][C:28]([NH:31][C:32]([NH:34][C:35]2[CH:36]=[CH:37][C:38]([F:41])=[CH:39][CH:40]=2)=[O:33])=[C:27]([F:42])[CH:26]=1)#[N:8], predict the reactants needed to synthesize it. (6) The reactants are: C[NH:2][C:3]([C:5]1[CH:10]=[C:9]([O:11][C:12]2[CH:17]=[CH:16][C:15]([NH2:18])=[CH:14][CH:13]=2)[CH:8]=[CH:7][N:6]=1)=[O:4].ClC1C=C[N:23]=[C:22](C(O)=O)C=1. Given the product [O:4]1[CH:22]=[N:23][N:2]=[C:3]1[C:5]1[CH:10]=[C:9]([O:11][C:12]2[CH:17]=[CH:16][C:15]([NH2:18])=[CH:14][CH:13]=2)[CH:8]=[CH:7][N:6]=1, predict the reactants needed to synthesize it. (7) Given the product [Cl:1][C:2]1[CH:24]=[CH:23][C:5]([CH2:6][C@H:7]2[CH2:12][C@@H:11]([C:13]3[O:17][NH:16][C:15](=[O:18])[CH:14]=3)[CH2:10][CH2:9][NH:8]2)=[CH:4][CH:3]=1, predict the reactants needed to synthesize it. The reactants are: [Cl:1][C:2]1[CH:24]=[CH:23][C:5]([CH2:6][C@H:7]2[CH2:12][C@@H:11]([C:13]3[O:17][NH:16][C:15](=[O:18])[CH:14]=3)[CH2:10][CH2:9][N:8]2C(OC)=O)=[CH:4][CH:3]=1. (8) Given the product [NH2:7][C:8]1[C:9]([F:29])=[CH:10][C:11]([F:28])=[C:12]([CH:13]=1)[O:14][C:15]1[N:20]=[C:19]2[S:21][C:22]([NH:24][C:25](=[O:27])[CH3:26])=[N:23][C:18]2=[CH:17][CH:16]=1, predict the reactants needed to synthesize it. The reactants are: C(OC(=O)[NH:7][C:8]1[CH:13]=[C:12]([O:14][C:15]2[N:20]=[C:19]3[S:21][C:22]([NH:24][C:25](=[O:27])[CH3:26])=[N:23][C:18]3=[CH:17][CH:16]=2)[C:11]([F:28])=[CH:10][C:9]=1[F:29])(C)(C)C. (9) Given the product [C:1]([O:5][C:6](=[O:18])[N:7]([CH:11]([CH:16]=[O:17])[O:12][CH2:13][O:14][CH3:15])[CH2:8][CH2:9][CH3:10])([CH3:3])([CH3:2])[CH3:4], predict the reactants needed to synthesize it. The reactants are: [C:1]([O:5][C:6](=[O:18])[N:7]([CH:11]([CH2:16][OH:17])[O:12][CH2:13][O:14][CH3:15])[CH2:8][CH2:9][CH3:10])([CH3:4])([CH3:3])[CH3:2].[Br-].[Na+].CC1(C)N([O])C(C)(C)CCC1.Cl[O-].[Na+].C(=O)([O-])O.[Na+].